From a dataset of Cav3 T-type calcium channel HTS with 100,875 compounds. Binary Classification. Given a drug SMILES string, predict its activity (active/inactive) in a high-throughput screening assay against a specified biological target. The compound is O(CCCNC(=O)c1c2c(c(=O)n(c1)C)cc(OC)c(OC)c2)CC. The result is 0 (inactive).